The task is: Predict the reactants needed to synthesize the given product.. This data is from Full USPTO retrosynthesis dataset with 1.9M reactions from patents (1976-2016). (1) Given the product [CH2:1]([N:3]1[C:7]([OH:8])=[CH:6][C:5]([C:9]([O:11][CH3:12])=[O:10])=[N:4]1)[CH3:2], predict the reactants needed to synthesize it. The reactants are: [CH2:1]([N:3]1[C:7]([OH:8])=[CH:6][C:5]([C:9]([OH:11])=[O:10])=[N:4]1)[CH3:2].[CH3:12]C1C=CC(S(O)(=O)=O)=CC=1. (2) Given the product [F:23][C:20]([F:21])([F:22])[C:11]1[CH:12]=[C:13]([C:16]([F:17])([F:18])[F:19])[CH:14]=[CH:15][C:10]=1[CH2:9][O:8][C:7]1[CH:6]=[CH:5][C:4](/[CH:24]=[C:25]2/[C:26]([NH:31][CH3:32])=[N:27][C:28](=[O:30])[S:29]/2)=[CH:3][C:2]=1[NH:1][C:33](=[O:35])[CH3:34], predict the reactants needed to synthesize it. The reactants are: [NH2:1][C:2]1[CH:3]=[C:4](/[CH:24]=[C:25]2/[C:26]([NH:31][CH3:32])=[N:27][C:28](=[O:30])[S:29]/2)[CH:5]=[CH:6][C:7]=1[O:8][CH2:9][C:10]1[CH:15]=[CH:14][C:13]([C:16]([F:19])([F:18])[F:17])=[CH:12][C:11]=1[C:20]([F:23])([F:22])[F:21].[C:33](OC(=O)C)(=[O:35])[CH3:34].